Dataset: NCI-60 drug combinations with 297,098 pairs across 59 cell lines. Task: Regression. Given two drug SMILES strings and cell line genomic features, predict the synergy score measuring deviation from expected non-interaction effect. (1) Drug 1: CC(C1=C(C=CC(=C1Cl)F)Cl)OC2=C(N=CC(=C2)C3=CN(N=C3)C4CCNCC4)N. Drug 2: C1CN1P(=S)(N2CC2)N3CC3. Cell line: T-47D. Synergy scores: CSS=1.51, Synergy_ZIP=-3.04, Synergy_Bliss=-3.70, Synergy_Loewe=-5.14, Synergy_HSA=-5.25. (2) Drug 1: CCCCC(=O)OCC(=O)C1(CC(C2=C(C1)C(=C3C(=C2O)C(=O)C4=C(C3=O)C=CC=C4OC)O)OC5CC(C(C(O5)C)O)NC(=O)C(F)(F)F)O. Drug 2: C(CN)CNCCSP(=O)(O)O. Cell line: NCIH23. Synergy scores: CSS=48.9, Synergy_ZIP=0.697, Synergy_Bliss=0.461, Synergy_Loewe=-36.7, Synergy_HSA=-1.27. (3) Drug 1: CN1CCC(CC1)COC2=C(C=C3C(=C2)N=CN=C3NC4=C(C=C(C=C4)Br)F)OC. Drug 2: CCC(=C(C1=CC=CC=C1)C2=CC=C(C=C2)OCCN(C)C)C3=CC=CC=C3.C(C(=O)O)C(CC(=O)O)(C(=O)O)O. Cell line: A498. Synergy scores: CSS=19.5, Synergy_ZIP=-0.919, Synergy_Bliss=3.30, Synergy_Loewe=4.21, Synergy_HSA=4.75. (4) Synergy scores: CSS=26.0, Synergy_ZIP=1.43, Synergy_Bliss=1.89, Synergy_Loewe=-16.5, Synergy_HSA=0.681. Drug 2: CN(CC1=CN=C2C(=N1)C(=NC(=N2)N)N)C3=CC=C(C=C3)C(=O)NC(CCC(=O)O)C(=O)O. Cell line: NCI-H322M. Drug 1: CC1CCC2CC(C(=CC=CC=CC(CC(C(=O)C(C(C(=CC(C(=O)CC(OC(=O)C3CCCCN3C(=O)C(=O)C1(O2)O)C(C)CC4CCC(C(C4)OC)O)C)C)O)OC)C)C)C)OC. (5) Drug 1: CC1=C(C=C(C=C1)NC(=O)C2=CC=C(C=C2)CN3CCN(CC3)C)NC4=NC=CC(=N4)C5=CN=CC=C5. Drug 2: C1CCC(C(C1)N)N.C(=O)(C(=O)[O-])[O-].[Pt+4]. Cell line: OVCAR3. Synergy scores: CSS=4.82, Synergy_ZIP=-4.55, Synergy_Bliss=-7.72, Synergy_Loewe=-15.7, Synergy_HSA=-9.10. (6) Drug 1: CS(=O)(=O)CCNCC1=CC=C(O1)C2=CC3=C(C=C2)N=CN=C3NC4=CC(=C(C=C4)OCC5=CC(=CC=C5)F)Cl. Drug 2: C1CN(P(=O)(OC1)NCCCl)CCCl. Cell line: LOX IMVI. Synergy scores: CSS=0.115, Synergy_ZIP=2.69, Synergy_Bliss=1.19, Synergy_Loewe=-2.14, Synergy_HSA=-3.62. (7) Drug 1: CC(C1=C(C=CC(=C1Cl)F)Cl)OC2=C(N=CC(=C2)C3=CN(N=C3)C4CCNCC4)N. Drug 2: CC1=C2C(C(=O)C3(C(CC4C(C3C(C(C2(C)C)(CC1OC(=O)C(C(C5=CC=CC=C5)NC(=O)C6=CC=CC=C6)O)O)OC(=O)C7=CC=CC=C7)(CO4)OC(=O)C)O)C)OC(=O)C. Cell line: ACHN. Synergy scores: CSS=25.0, Synergy_ZIP=-2.99, Synergy_Bliss=-0.411, Synergy_Loewe=-8.85, Synergy_HSA=-0.212. (8) Synergy scores: CSS=13.3, Synergy_ZIP=-1.27, Synergy_Bliss=3.56, Synergy_Loewe=1.35, Synergy_HSA=2.30. Drug 2: C1C(C(OC1N2C=NC(=NC2=O)N)CO)O. Cell line: UACC62. Drug 1: CN(CCCl)CCCl.Cl.